From a dataset of Full USPTO retrosynthesis dataset with 1.9M reactions from patents (1976-2016). Predict the reactants needed to synthesize the given product. Given the product [Cl:1][C:2]1[CH:7]=[CH:6][C:5]([C:8]2[N:12]([C:13]3[CH:18]=[CH:17][C:16]([Cl:19])=[CH:15][C:14]=3[Cl:20])[N:11]=[C:10]([C:21]3[N:27]([CH2:25][CH3:26])[C:28]([CH3:33])([CH3:32])[C:29](=[O:30])[N:31]=3)[C:9]=2[CH3:24])=[CH:4][CH:3]=1, predict the reactants needed to synthesize it. The reactants are: [Cl:1][C:2]1[CH:7]=[CH:6][C:5]([C:8]2[N:12]([C:13]3[CH:18]=[CH:17][C:16]([Cl:19])=[CH:15][C:14]=3[Cl:20])[N:11]=[C:10]([C:21](O)=O)[C:9]=2[CH3:24])=[CH:4][CH:3]=1.[CH2:25]([NH:27][C:28]([CH3:33])([CH3:32])[C:29]([NH2:31])=[O:30])[CH3:26].